Dataset: NCI-60 drug combinations with 297,098 pairs across 59 cell lines. Task: Regression. Given two drug SMILES strings and cell line genomic features, predict the synergy score measuring deviation from expected non-interaction effect. (1) Drug 1: CC1=C(N=C(N=C1N)C(CC(=O)N)NCC(C(=O)N)N)C(=O)NC(C(C2=CN=CN2)OC3C(C(C(C(O3)CO)O)O)OC4C(C(C(C(O4)CO)O)OC(=O)N)O)C(=O)NC(C)C(C(C)C(=O)NC(C(C)O)C(=O)NCCC5=NC(=CS5)C6=NC(=CS6)C(=O)NCCC[S+](C)C)O. Drug 2: COC1=C2C(=CC3=C1OC=C3)C=CC(=O)O2. Cell line: SNB-19. Synergy scores: CSS=36.4, Synergy_ZIP=12.1, Synergy_Bliss=2.99, Synergy_Loewe=-31.5, Synergy_HSA=1.95. (2) Drug 1: CC1=C(C(=CC=C1)Cl)NC(=O)C2=CN=C(S2)NC3=CC(=NC(=N3)C)N4CCN(CC4)CCO. Drug 2: CC1C(C(CC(O1)OC2CC(CC3=C2C(=C4C(=C3O)C(=O)C5=CC=CC=C5C4=O)O)(C(=O)C)O)N)O. Cell line: 786-0. Synergy scores: CSS=65.8, Synergy_ZIP=12.0, Synergy_Bliss=11.7, Synergy_Loewe=12.0, Synergy_HSA=13.2. (3) Synergy scores: CSS=11.8, Synergy_ZIP=-0.552, Synergy_Bliss=0.781, Synergy_Loewe=-7.63, Synergy_HSA=-1.83. Drug 1: C1=CC(=CC=C1CC(C(=O)O)N)N(CCCl)CCCl.Cl. Cell line: SK-MEL-2. Drug 2: C1=NC(=NC(=O)N1C2C(C(C(O2)CO)O)O)N. (4) Drug 1: CC12CCC3C(C1CCC2OP(=O)(O)O)CCC4=C3C=CC(=C4)OC(=O)N(CCCl)CCCl.[Na+]. Drug 2: COCCOC1=C(C=C2C(=C1)C(=NC=N2)NC3=CC=CC(=C3)C#C)OCCOC.Cl. Cell line: HCT-15. Synergy scores: CSS=-12.5, Synergy_ZIP=11.6, Synergy_Bliss=15.7, Synergy_Loewe=-9.56, Synergy_HSA=-3.07.